This data is from Reaction yield outcomes from USPTO patents with 853,638 reactions. The task is: Predict the reaction yield, written as a fraction of the theoretical maximum amount of product (1.0 means a 100% yield; for example, 0.34 means a 34% yield). (1) The reactants are [NH2:1][C:2]1[CH:3]=[C:4]([N:8]([CH2:16][C:17]2[CH:22]=[CH:21][CH:20]=[C:19]([O:23][C:24]([F:29])([F:28])[CH:25]([F:27])[F:26])[CH:18]=2)[CH2:9][CH:10]([OH:15])[C:11]([F:14])([F:13])[F:12])[CH:5]=[CH:6][CH:7]=1.C(N(CC)CC)C.[F:37][C:38]1[CH:43]=[CH:42][C:41]([N:44]=[C:45]=[O:46])=[CH:40][CH:39]=1. The catalyst is ClCCl. The product is [F:37][C:38]1[CH:43]=[CH:42][C:41]([NH:44][C:45]([NH:1][C:2]2[CH:7]=[CH:6][CH:5]=[C:4]([N:8]([CH2:16][C:17]3[CH:22]=[CH:21][CH:20]=[C:19]([O:23][C:24]([F:28])([F:29])[CH:25]([F:26])[F:27])[CH:18]=3)[CH2:9][CH:10]([OH:15])[C:11]([F:14])([F:13])[F:12])[CH:3]=2)=[O:46])=[CH:40][CH:39]=1. The yield is 0.400. (2) The reactants are [Br:1][C:2]1[CH:7]=[CH:6][CH:5]=[CH:4][C:3]=1[NH:8][N:9]=[C:10]([C:18]#[N:19])[C:11]([NH:13][CH2:14][CH2:15][CH2:16][CH3:17])=[O:12].[Cl-].[Al+3].[Cl-].[Cl-].O.[C@H](O)(C([O-])=O)[C@@H](O)C([O-])=O.[Na+].[K+]. The catalyst is C1(C)C=CC=CC=1. The product is [NH2:19][C:18]1[C:4]2[C:3](=[C:2]([Br:1])[CH:7]=[CH:6][CH:5]=2)[N:8]=[N:9][C:10]=1[C:11]([NH:13][CH2:14][CH2:15][CH2:16][CH3:17])=[O:12]. The yield is 0.260. (3) The reactants are [CH3:1][O:2][C:3]1[CH:8]=[CH:7][C:6]([N:9]2[C:13]3[C:14](=[O:31])[N:15]([C:18]4[CH:23]=[CH:22][C:21]([N:24]5[CH:29]=[CH:28][CH:27]=[CH:26][C:25]5=[O:30])=[CH:20][CH:19]=4)[CH2:16][CH2:17][C:12]=3[C:11]([C:32]#[N:33])=[N:10]2)=[CH:5][CH:4]=1.[N-:34]=[N+:35]=[N-:36].[Na+].[NH4+].[Cl-].C(Cl)(C1C=CC=CC=1)(C1C=CC=CC=1)C1C=CC=CC=1. The catalyst is CN(C=O)C.N1C=CC=CC=1.O. The product is [CH3:1][O:2][C:3]1[CH:8]=[CH:7][C:6]([N:9]2[C:13]3[C:14](=[O:31])[N:15]([C:18]4[CH:23]=[CH:22][C:21]([N:24]5[CH:29]=[CH:28][CH:27]=[CH:26][C:25]5=[O:30])=[CH:20][CH:19]=4)[CH2:16][CH2:17][C:12]=3[C:11]([C:32]3[NH:36][N:35]=[N:34][N:33]=3)=[N:10]2)=[CH:5][CH:4]=1. The yield is 0.0900. (4) The reactants are [Cl:1][C:2]1[CH:3]=[C:4]([C@@H:12]([CH2:16][C@@H:17]2[CH2:21][CH2:20][C:19](=[O:22])[CH2:18]2)[C:13](O)=[O:14])[CH:5]=[CH:6][C:7]=1[S:8]([CH3:11])(=[O:10])=[O:9].CN(C)C=O.C(Cl)(=O)C(Cl)=O.[NH2:34][C:35]1[CH:40]=[N:39][CH:38]=[CH:37][N:36]=1.N1C=CC=CC=1.C(O)(=O)CC(CC(O)=O)(C(O)=O)O. The product is [Cl:1][C:2]1[CH:3]=[C:4]([C@@H:12]([CH2:16][C@@H:17]2[CH2:21][CH2:20][C:19](=[O:22])[CH2:18]2)[C:13]([NH:34][C:35]2[CH:40]=[N:39][CH:38]=[CH:37][N:36]=2)=[O:14])[CH:5]=[CH:6][C:7]=1[S:8]([CH3:11])(=[O:10])=[O:9]. The catalyst is C(OCC)(=O)C.C(Cl)Cl.C1(C)C=CC=CC=1. The yield is 0.660. (5) The reactants are [C:1](Cl)([C:14]1[CH:19]=[CH:18][CH:17]=[CH:16][CH:15]=1)([C:8]1[CH:13]=[CH:12][CH:11]=[CH:10][CH:9]=1)[C:2]1[CH:7]=[CH:6][CH:5]=[CH:4][CH:3]=1.[OH:21][CH2:22][CH2:23][CH2:24][CH2:25][CH2:26][C:27]([O:29][CH3:30])=[O:28]. The catalyst is N1C=CC=CC=1. The product is [C:1]([O:21][CH2:22][CH2:23][CH2:24][CH2:25][CH2:26][C:27]([O:29][CH3:30])=[O:28])([C:14]1[CH:19]=[CH:18][CH:17]=[CH:16][CH:15]=1)([C:8]1[CH:13]=[CH:12][CH:11]=[CH:10][CH:9]=1)[C:2]1[CH:7]=[CH:6][CH:5]=[CH:4][CH:3]=1. The yield is 0.860. (6) The reactants are [F:1][C:2]([F:24])([F:23])[CH:3]([C:14]1[CH:19]=[C:18]([Cl:20])[C:17]([Cl:21])=[C:16]([Cl:22])[CH:15]=1)/[CH:4]=[CH:5]/[C:6]1[CH:11]=[CH:10][C:9]([O:12][NH2:13])=[CH:8][CH:7]=1.CCN=C=NCCCN(C)C.Cl.C1C=CC2N(O)N=NC=2C=1.CCN(C(C)C)C(C)C.[CH:56]1([C:59](O)=[O:60])[CH2:58][CH2:57]1. The catalyst is C(Cl)Cl.O. The product is [F:24][C:2]([F:1])([F:23])[CH:3]([C:14]1[CH:15]=[C:16]([Cl:22])[C:17]([Cl:21])=[C:18]([Cl:20])[CH:19]=1)/[CH:4]=[CH:5]/[C:6]1[CH:11]=[CH:10][C:9]([O:12][NH:13][C:59]([CH:56]2[CH2:58][CH2:57]2)=[O:60])=[CH:8][CH:7]=1. The yield is 0.340. (7) The reactants are [CH3:1][O:2][C:3]1[CH:4]=[C:5]([CH:11]=[CH:12][C:13]=1[O:14][CH2:15][CH2:16][NH:17][CH2:18][CH:19]([NH:42][CH:43]1[CH2:45][CH2:44]1)[C:20](=[O:41])[CH2:21][C:22]1[CH:27]=[CH:26][C:25]([NH:28][C:29]([NH:31][C:32]2[CH:37]=[CH:36][CH:35]=[CH:34][C:33]=2[CH3:38])=[O:30])=[C:24]([O:39][CH3:40])[CH:23]=1)[C:6]([O:8]CC)=[O:7].[OH-].[Na+].Cl. The catalyst is C1COCC1.CO. The product is [CH3:1][O:2][C:3]1[CH:4]=[C:5]([CH:11]=[CH:12][C:13]=1[O:14][CH2:15][CH2:16][NH:17][CH2:18][CH:19]([NH:42][CH:43]1[CH2:44][CH2:45]1)[C:20](=[O:41])[CH2:21][C:22]1[CH:27]=[CH:26][C:25]([NH:28][C:29]([NH:31][C:32]2[CH:37]=[CH:36][CH:35]=[CH:34][C:33]=2[CH3:38])=[O:30])=[C:24]([O:39][CH3:40])[CH:23]=1)[C:6]([OH:8])=[O:7]. The yield is 0.380. (8) The reactants are [F:1][C:2]([F:6])([F:5])[CH2:3][OH:4].C(=O)([O-])[O-].[Cs+].[Cs+].Cl.Cl[CH2:15][C:16]1[C:26]([CH3:27])=[CH:25][C:19]([C:20]([O:22]CC)=[O:21])=[CH:18][N:17]=1.[OH-].[Na+].Cl. The catalyst is CN(C=O)C.CCO.C1COCC1.O. The product is [CH3:27][C:26]1[C:16]([CH2:15][O:4][CH2:3][C:2]([F:6])([F:5])[F:1])=[N:17][CH:18]=[C:19]([CH:25]=1)[C:20]([OH:22])=[O:21]. The yield is 0.660.